Dataset: Peptide-MHC class II binding affinity with 134,281 pairs from IEDB. Task: Regression. Given a peptide amino acid sequence and an MHC pseudo amino acid sequence, predict their binding affinity value. This is MHC class II binding data. (1) The peptide sequence is GELQIVDKIDAAFEI. The MHC is DRB1_0401 with pseudo-sequence DRB1_0401. The binding affinity (normalized) is 0.498. (2) The peptide sequence is AINIFNVEKYGAVGD. The MHC is DRB1_1302 with pseudo-sequence DRB1_1302. The binding affinity (normalized) is 0.437. (3) The peptide sequence is MTKGEGGVWT. The MHC is DRB1_0301 with pseudo-sequence DRB1_0301. The binding affinity (normalized) is 0. (4) The peptide sequence is FLIYITELLKKLQST. The MHC is DRB1_0802 with pseudo-sequence DRB1_0802. The binding affinity (normalized) is 0.870. (5) The peptide sequence is KLTITGKGTLDGQGK. The MHC is HLA-DPA10301-DPB10402 with pseudo-sequence HLA-DPA10301-DPB10402. The binding affinity (normalized) is 0.386. (6) The peptide sequence is EKHYFAATQFEPLAA. The MHC is HLA-DPA10103-DPB10401 with pseudo-sequence HLA-DPA10103-DPB10401. The binding affinity (normalized) is 0.925. (7) The peptide sequence is NTNMFTYEIAPVFVLLEYVT. The MHC is DRB1_0405 with pseudo-sequence DRB1_0405. The binding affinity (normalized) is 0.537.